The task is: Predict the reactants needed to synthesize the given product.. This data is from Full USPTO retrosynthesis dataset with 1.9M reactions from patents (1976-2016). (1) Given the product [F:42][C:43]1[CH:44]=[C:45]([CH:49]=[CH:50][C:51]=1[O:52][CH3:53])[C:46]([N:5]1[CH2:4][CH2:3][N:2]([CH2:8][CH:9]([N:13]2[CH:17]=[C:16]([C:18]3[C:19]4[CH:26]=[CH:25][NH:24][C:20]=4[N:21]=[CH:22][N:23]=3)[CH:15]=[N:14]2)[CH2:10][C:11]#[N:12])[CH2:7][CH2:6]1)=[O:47], predict the reactants needed to synthesize it. The reactants are: Cl.[N:2]1([CH2:8][CH:9]([N:13]2[CH:17]=[C:16]([C:18]3[C:19]4[CH:26]=[CH:25][N:24](COCC[Si](C)(C)C)[C:20]=4[N:21]=[CH:22][N:23]=3)[CH:15]=[N:14]2)[CH2:10][C:11]#[N:12])[CH2:7][CH2:6][NH:5][CH2:4][CH2:3]1.C(N(CC)CC)C.[F:42][C:43]1[CH:44]=[C:45]([CH:49]=[CH:50][C:51]=1[O:52][CH3:53])[C:46](Cl)=[O:47].C(#N)C. (2) Given the product [C:19]([C:18]1[CH:17]=[C:16]([N:11]2[CH2:12][CH2:13][C:14]3[N:15]=[C:7]([C:2]4[CH:3]=[CH:4][CH:5]=[CH:6][N+:1]=4[O-:32])[O:8][C:9]=3[CH2:10]2)[CH:23]=[CH:22][CH:21]=1)#[N:20], predict the reactants needed to synthesize it. The reactants are: [N:1]1[CH:6]=[CH:5][CH:4]=[CH:3][C:2]=1[C:7]1[O:8][C:9]2[CH2:10][N:11]([C:16]3[CH:17]=[C:18]([CH:21]=[CH:22][CH:23]=3)[C:19]#[N:20])[CH2:12][CH2:13][C:14]=2[N:15]=1.C1C=C(Cl)C=C(C(OO)=[O:32])C=1. (3) Given the product [Cl:17][CH2:16][C@H:18]([OH:20])[CH2:19][C:2]1[CH:7]=[CH:6][C:5]([S:8][CH3:9])=[C:4]([Cl:10])[CH:3]=1, predict the reactants needed to synthesize it. The reactants are: Br[C:2]1[CH:7]=[CH:6][C:5]([S:8][CH3:9])=[C:4]([Cl:10])[CH:3]=1.C([Li])(C)(C)C.[CH2:16]([C@@H:18]1[O:20][CH2:19]1)[Cl:17]. (4) Given the product [CH2:1]([O:3][C:4](=[O:15])[C:5](=[CH:11][NH2:16])[C:6]([O:8][CH2:9][CH3:10])=[O:7])[CH3:2], predict the reactants needed to synthesize it. The reactants are: [CH2:1]([O:3][C:4](=[O:15])[C:5](=[CH:11]OCC)[C:6]([O:8][CH2:9][CH3:10])=[O:7])[CH3:2].[NH3:16].CCO.